Dataset: Reaction yield outcomes from USPTO patents with 853,638 reactions. Task: Predict the reaction yield, written as a fraction of the theoretical maximum amount of product (1.0 means a 100% yield; for example, 0.34 means a 34% yield). (1) The reactants are [CH3:1][O:2][C:3]1[C:4]([CH3:33])=[C:5]([C:24]([O:31][CH3:32])=[C:25]([O:29][CH3:30])[C:26]=1[O:27][CH3:28])[CH2:6][C:7]1[C:8]([O:16][CH2:17][C:18]2[CH:23]=[CH:22][CH:21]=[CH:20][CH:19]=2)=[C:9]([CH:13]=[CH:14][CH:15]=1)[C:10]([OH:12])=[O:11].CO.[CH3:36]CN=C=NCCCN(C)C.Cl. The catalyst is C(Cl)Cl.CN(C)C1C=CN=CC=1. The product is [CH3:1][O:2][C:3]1[C:4]([CH3:33])=[C:5]([C:24]([O:31][CH3:32])=[C:25]([O:29][CH3:30])[C:26]=1[O:27][CH3:28])[CH2:6][C:7]1[C:8]([O:16][CH2:17][C:18]2[CH:23]=[CH:22][CH:21]=[CH:20][CH:19]=2)=[C:9]([CH:13]=[CH:14][CH:15]=1)[C:10]([O:12][CH3:36])=[O:11]. The yield is 0.730. (2) The reactants are [CH2:1]([O:8][C:9]1[CH:14]=[CH:13][N:12]([C:15]2[N:16]([CH3:24])[C:17]([CH3:23])=[C:18]([C:20]([OH:22])=O)[N:19]=2)[C:11](=[O:25])[CH:10]=1)[C:2]1[CH:7]=[CH:6][CH:5]=[CH:4][CH:3]=1.[CH2:26]([NH2:33])[C:27]1[CH:32]=[CH:31][CH:30]=[CH:29][CH:28]=1. No catalyst specified. The product is [CH2:26]([NH:33][C:20]([C:18]1[N:19]=[C:15]([N:12]2[CH:13]=[CH:14][C:9]([O:8][CH2:1][C:2]3[CH:3]=[CH:4][CH:5]=[CH:6][CH:7]=3)=[CH:10][C:11]2=[O:25])[N:16]([CH3:24])[C:17]=1[CH3:23])=[O:22])[C:27]1[CH:32]=[CH:31][CH:30]=[CH:29][CH:28]=1. The yield is 0.760. (3) The reactants are [C:1]([NH:18][C@H:19]([C:23]([OH:25])=[O:24])[CH2:20][CH2:21][CH3:22])([O:3][CH2:4][CH:5]1[C:17]2[C:12](=[CH:13][CH:14]=[CH:15][CH:16]=2)[C:11]2[C:6]1=[CH:7][CH:8]=[CH:9][CH:10]=2)=[O:2].S(Cl)(Cl)=O.[CH3:30]O. The catalyst is C(OC(=O)C)C. The product is [NH:18]([C:1]([O:3][CH2:4][CH:5]1[C:6]2[C:11](=[CH:10][CH:9]=[CH:8][CH:7]=2)[C:12]2[C:17]1=[CH:16][CH:15]=[CH:14][CH:13]=2)=[O:2])[C@H:19]([C:23]([O:25][CH3:30])=[O:24])[CH2:20][CH2:21][CH3:22]. The yield is 1.00. (4) The reactants are [BrH:1].[NH2:2][C:3]1[CH:8]=[C:7]([O:9][CH3:10])[C:6]([O:11][CH3:12])=[CH:5][C:4]=1[C:13]([C:15]1[CH:20]=[CH:19][CH:18]=[CH:17][CH:16]=1)=[O:14]. The catalyst is O.CS(C)=O. The product is [NH2:2][C:3]1[C:8]([Br:1])=[C:7]([O:9][CH3:10])[C:6]([O:11][CH3:12])=[CH:5][C:4]=1[C:13]([C:15]1[CH:20]=[CH:19][CH:18]=[CH:17][CH:16]=1)=[O:14]. The yield is 0.650.